This data is from Full USPTO retrosynthesis dataset with 1.9M reactions from patents (1976-2016). The task is: Predict the reactants needed to synthesize the given product. (1) Given the product [CH2:12]([C:14]1[S:18][C:17]([CH:19]=[N:9][NH:8][C:6](=[O:7])[C:5]2[CH:10]=[CH:11][C:2]([OH:1])=[CH:3][CH:4]=2)=[CH:16][CH:15]=1)[CH3:13], predict the reactants needed to synthesize it. The reactants are: [OH:1][C:2]1[CH:11]=[CH:10][C:5]([C:6]([NH:8][NH2:9])=[O:7])=[CH:4][CH:3]=1.[CH2:12]([C:14]1[S:18][C:17]([CH:19]=O)=[CH:16][CH:15]=1)[CH3:13]. (2) Given the product [NH2:8][CH2:9][CH2:10][CH:11]1[CH2:12][CH2:13][N:14]([C:17]([O:19][CH:20]([CH3:22])[CH3:21])=[O:18])[CH2:15][CH2:16]1, predict the reactants needed to synthesize it. The reactants are: C(OC([NH:8][CH2:9][CH2:10][CH:11]1[CH2:16][CH2:15][N:14]([C:17]([O:19][CH:20]([CH3:22])[CH3:21])=[O:18])[CH2:13][CH2:12]1)=O)(C)(C)C.FC(F)(F)C(O)=O. (3) The reactants are: Cl[C:2]1[C:7]([N+:8]([O-:10])=[O:9])=[C:6](Cl)[N:5]=[C:4]([S:12][CH3:13])[N:3]=1.[CH3:14][C:15]1[NH:19][N:18]=[C:17]([NH2:20])[CH:16]=1.CCN(C(C)C)C(C)C.[NH:30]1[CH2:35][CH2:34][O:33][CH2:32][CH2:31]1. Given the product [CH3:14][C:15]1[NH:19][N:18]=[C:17]([NH:20][C:2]2[C:7]([N+:8]([O-:10])=[O:9])=[C:6]([N:30]3[CH2:35][CH2:34][O:33][CH2:32][CH2:31]3)[N:5]=[C:4]([S:12][CH3:13])[N:3]=2)[CH:16]=1, predict the reactants needed to synthesize it. (4) Given the product [CH3:1][C:2]1[CH:7]=[CH:6][N:5]=[C:4]([C:8]2[N:12]([C:13]3[CH:14]=[N:15][CH:16]=[CH:17][CH:18]=3)[N:11]=[C:10]([C:19]([OH:21])=[O:20])[CH:9]=2)[CH:3]=1, predict the reactants needed to synthesize it. The reactants are: [CH3:1][C:2]1[CH:7]=[CH:6][N:5]=[C:4]([C:8]2[N:12]([C:13]3[CH:14]=[N:15][CH:16]=[CH:17][CH:18]=3)[N:11]=[C:10]([C:19]([O:21]CC)=[O:20])[CH:9]=2)[CH:3]=1.[OH-].[Na+]. (5) The reactants are: [NH2:1][C:2]1[CH:7]=[CH:6][C:5]([CH2:8][OH:9])=[CH:4][CH:3]=1.[Br:10][CH:11]([CH3:15])[C:12](Cl)=[O:13]. Given the product [Br:10][CH:11]([CH3:15])[C:12]([NH:1][C:2]1[CH:7]=[CH:6][C:5]([CH2:8][OH:9])=[CH:4][CH:3]=1)=[O:13], predict the reactants needed to synthesize it. (6) Given the product [Si:13]([O:12][CH2:11][C@@H:10]1[C:20]([CH3:21])([CH3:22])[O:24][C:8](=[O:7])[NH:9]1)([C:16]([CH3:17])([CH3:18])[CH3:19])([CH3:14])[CH3:15], predict the reactants needed to synthesize it. The reactants are: [H-].[Na+].C([O:7][C:8](=[O:24])[NH:9][C@@H:10]([C:20](O)([CH3:22])[CH3:21])[CH2:11][O:12][Si:13]([C:16]([CH3:19])([CH3:18])[CH3:17])([CH3:15])[CH3:14])(C)(C)C.[NH4+].[Cl-].